From a dataset of Experimentally validated miRNA-target interactions with 360,000+ pairs, plus equal number of negative samples. Binary Classification. Given a miRNA mature sequence and a target amino acid sequence, predict their likelihood of interaction. The miRNA is hsa-miR-6876-3p with sequence AGCUGUCUGUGUUUUCCUUCUCAG. The protein sequence of the target gene is MDIYDTQTLGVVVFGGFMVVSAIGIFLVSTFSMKETSYEEALANQRKEMAKTHHQKVEKKKKEKTVEKKGKTKKKEEKPNGKIPDHDPAPNVTVLLREPVRAPAVAVAPTPVQPPIIVAPVATVPAMPQEKLASSPKDKKKKEKKVAKVEPAVSSVVNSIQVLTSKAAILETAPKEVPMVVVPPVGAKGNTPATGTTQGKKAEGTQNQSKKAEGAPNQGRKAEGTPNQGKKTEGTPNQGKKAEGTPNQGKKAEGTPNQGKKAEGAQNQGKKVDTTPNQGKKVEGAPTQGRKAEGAQNQAK.... Result: 0 (no interaction).